From a dataset of Catalyst prediction with 721,799 reactions and 888 catalyst types from USPTO. Predict which catalyst facilitates the given reaction. (1) Reactant: C1([O:7][C:8](=O)[N:9]([C:19]2[CH:24]=[C:23]([O:25][C:26]3[CH:31]=[CH:30][C:29]([NH:32][C:33]([C:35]4([C:38](=[O:48])[NH:39][C:40]5[CH:45]=[CH:44][C:43]([F:46])=[CH:42][C:41]=5[F:47])[CH2:37][CH2:36]4)=[O:34])=[C:28]([F:49])[CH:27]=3)[CH:22]=[CH:21][N:20]=2)C(OC2C=CC=CC=2)=O)C=CC=CC=1.[CH3:51][N:52]1[CH2:57][CH2:56][CH:55]([NH:58][CH3:59])[CH2:54][CH2:53]1. Product: [F:47][C:41]1[CH:42]=[C:43]([F:46])[CH:44]=[CH:45][C:40]=1[NH:39][C:38]([C:35]1([C:33]([NH:32][C:29]2[CH:30]=[CH:31][C:26]([O:25][C:23]3[CH:22]=[CH:21][N:20]=[C:19]([NH:9][C:8]([N:58]([CH3:59])[CH:55]4[CH2:56][CH2:57][N:52]([CH3:51])[CH2:53][CH2:54]4)=[O:7])[CH:24]=3)=[CH:27][C:28]=2[F:49])=[O:34])[CH2:37][CH2:36]1)=[O:48]. The catalyst class is: 9. (2) Reactant: [Cl:1][C:2]1[N:3]=[C:4]([C:9]([OH:11])=O)[NH:5][C:6]=1[CH2:7][CH3:8].S(Cl)(Cl)=O.[NH2:16][CH:17]1[CH2:25][C:24]2[C:19](=[CH:20][CH:21]=[C:22]([NH:26][C:27]([C@@H:29]3[CH2:31][C@H:30]3[C:32]([O:34][CH2:35][CH3:36])=[O:33])=[O:28])[CH:23]=2)[CH2:18]1. Product: [Cl:1][C:2]1[N:3]=[C:4]([C:9]([NH:16][CH:17]2[CH2:25][C:24]3[C:19](=[CH:20][CH:21]=[C:22]([NH:26][C:27]([C@@H:29]4[CH2:31][C@H:30]4[C:32]([O:34][CH2:35][CH3:36])=[O:33])=[O:28])[CH:23]=3)[CH2:18]2)=[O:11])[NH:5][C:6]=1[CH2:7][CH3:8]. The catalyst class is: 17. (3) Reactant: Cl.[F:2][C:3]1[CH:4]=[C:5]([C@@H:14]([C:16]2[C:21]([F:22])=[CH:20][CH:19]=[CH:18][N:17]=2)[NH2:15])[CH:6]=[CH:7][C:8]=1[O:9][C:10]([F:13])([F:12])[F:11].F[C:24]1[CH:25]=[C:26]([C:33]([OH:35])=O)[CH:27]=[CH:28][C:29]=1[N+:30]([O-:32])=[O:31].[CH3:36][N:37](C(ON1N=NC2C=CC=NC1=2)=[N+](C)C)C.F[P-](F)(F)(F)(F)F.CCN(C(C)C)C(C)C.CN.C1COCC1. Product: [F:2][C:3]1[CH:4]=[C:5]([C@@H:14]([C:16]2[C:21]([F:22])=[CH:20][CH:19]=[CH:18][N:17]=2)[NH:15][C:33](=[O:35])[C:26]2[CH:27]=[CH:28][C:29]([N+:30]([O-:32])=[O:31])=[C:24]([NH:37][CH3:36])[CH:25]=2)[CH:6]=[CH:7][C:8]=1[O:9][C:10]([F:13])([F:12])[F:11]. The catalyst class is: 18.